This data is from Full USPTO retrosynthesis dataset with 1.9M reactions from patents (1976-2016). The task is: Predict the reactants needed to synthesize the given product. (1) The reactants are: [F:1][C:2]1[CH:7]=[C:6]([F:8])[CH:5]=[CH:4][C:3]=1[C@@H:9]([NH2:11])[CH3:10].C([O:16][C:17]([C:19]1[CH:24]=[CH:23][CH:22]=[CH:21][C:20]=1[C:25]1[CH:30]=[CH:29][C:28]([CH2:31][N:32]2[C:40]3[C:35](=[CH:36][C:37]([C:41](O)=[O:42])=[CH:38][CH:39]=3)[C:34]([CH3:44])=[C:33]2[CH3:45])=[CH:27][CH:26]=1)=[O:18])(C)(C)C. Given the product [F:1][C:2]1[CH:7]=[C:6]([F:8])[CH:5]=[CH:4][C:3]=1[C@@H:9]([NH:11][C:41]([C:37]1[CH:36]=[C:35]2[C:40](=[CH:39][CH:38]=1)[N:32]([CH2:31][C:28]1[CH:27]=[CH:26][C:25]([C:20]3[C:19]([C:17]([OH:18])=[O:16])=[CH:24][CH:23]=[CH:22][CH:21]=3)=[CH:30][CH:29]=1)[C:33]([CH3:45])=[C:34]2[CH3:44])=[O:42])[CH3:10], predict the reactants needed to synthesize it. (2) Given the product [CH:10]1([C:9]#[C:8][C:12]([C:15]2[N:16]=[C:17]([C:21]([O:23][CH3:24])=[O:22])[CH:18]=[CH:19][CH:20]=2)=[O:14])[CH2:5][CH2:11]1, predict the reactants needed to synthesize it. The reactants are: S(Cl)(Cl)=O.[C:5]1([CH3:11])[CH:10]=[CH:9][CH:8]=CC=1.[C:12]([C:15]1[CH:20]=[CH:19][CH:18]=[C:17]([C:21]([O:23][CH3:24])=[O:22])[N:16]=1)([OH:14])=O.C1(C#C)CC1. (3) Given the product [Cl:33][C:2]1[CH:3]=[C:4]([O:18][CH3:19])[N:5]=[C:6]([C:8]2[S:9][CH:10]=[C:11]([C:13]([F:16])([F:15])[F:14])[N:12]=2)[N:7]=1, predict the reactants needed to synthesize it. The reactants are: O[C:2]1[N:7]=[C:6]([C:8]2[S:9][CH:10]=[C:11]([C:13]([F:16])([F:15])[F:14])[N:12]=2)[NH:5][C:4]([O:18][CH3:19])(O)[CH:3]=1.C(N(CC)C1C=CC=CC=1)C.O=P(Cl)(Cl)[Cl:33]. (4) Given the product [NH2:1][C@@H:2]([CH2:5][CH:6]([C:9]1[CH:10]=[CH:11][C:12]([Cl:15])=[CH:13][CH:14]=1)[CH2:7][CH3:8])[CH2:3][OH:4], predict the reactants needed to synthesize it. The reactants are: [NH2:1][C@@H:2](/[CH:5]=[C:6](/[C:9]1[CH:14]=[CH:13][C:12]([Cl:15])=[CH:11][CH:10]=1)\[CH2:7][CH3:8])[CH2:3][OH:4].